This data is from Forward reaction prediction with 1.9M reactions from USPTO patents (1976-2016). The task is: Predict the product of the given reaction. (1) Given the reactants [F:1][C:2]1[CH:12]=[CH:11][C:5]2[NH:6][C:7](=[O:10])[CH2:8][S:9][C:4]=2[CH:3]=1.[Cl:13][CH2:14][C:15](Cl)=[O:16], predict the reaction product. The product is: [Cl:13][CH2:14][C:15]([C:12]1[C:2]([F:1])=[CH:3][C:4]2[S:9][CH2:8][C:7](=[O:10])[NH:6][C:5]=2[CH:11]=1)=[O:16]. (2) Given the reactants [OH:1][N:2]=[CH:3]/[C:4](/[CH3:18])=[CH:5]/[C@@H:6]1[C@@H:8]([C:9]([O:11][C:12]([CH3:15])([CH3:14])[CH3:13])=[O:10])[C:7]1([CH3:17])[CH3:16].I[CH2:20][CH2:21][CH3:22].[OH-].[Na+].Cl, predict the reaction product. The product is: [CH3:16][C:7]1([CH3:17])[C@H:6](/[CH:5]=[C:4](\[CH3:18])/[CH:3]=[N:2][O:1][CH2:20][CH2:21][CH3:22])[C@H:8]1[C:9]([O:11][C:12]([CH3:15])([CH3:14])[CH3:13])=[O:10]. (3) Given the reactants [N:1]#[C:2]Br.[NH2:4][C:5]1[CH:10]=[CH:9][C:8]([C:11]2[CH:16]=[CH:15][CH:14]=[CH:13][C:12]=2[CH2:17][CH2:18][NH:19][S:20]([C:23]2[CH:28]=[CH:27][CH:26]=[CH:25][CH:24]=2)(=[O:22])=[O:21])=[CH:7][C:6]=1[CH2:29][NH:30][CH2:31][CH2:32][CH3:33], predict the reaction product. The product is: [NH2:1][C:2]1[N:30]([CH2:31][CH2:32][CH3:33])[CH2:29][C:6]2[C:5](=[CH:10][CH:9]=[C:8]([C:11]3[CH:16]=[CH:15][CH:14]=[CH:13][C:12]=3[CH2:17][CH2:18][NH:19][S:20]([C:23]3[CH:24]=[CH:25][CH:26]=[CH:27][CH:28]=3)(=[O:22])=[O:21])[CH:7]=2)[N:4]=1. (4) Given the reactants [OH:1][C:2]1[CH:3]=[C:4]([CH:7]=[CH:8][C:9]=1[OH:10])[CH:5]=[O:6].C(=O)([O-])[O-].[K+].[K+].[CH2:17](Br)[C:18]1[CH:23]=[CH:22][CH:21]=[CH:20][CH:19]=1.Cl, predict the reaction product. The product is: [CH2:17]([O:10][C:9]1[CH:8]=[CH:7][C:4]([CH:5]=[O:6])=[CH:3][C:2]=1[OH:1])[C:18]1[CH:23]=[CH:22][CH:21]=[CH:20][CH:19]=1. (5) Given the reactants [F:1][C:2]1[CH:7]=[CH:6][C:5]([F:8])=[CH:4][C:3]=1[N:9]1[CH2:14][CH2:13][NH:12][CH2:11][CH2:10]1.Cl[CH2:16][CH2:17][N:18]1[C:27](=[O:28])[CH2:26][C:21]2([CH2:25][CH2:24][CH2:23][CH2:22]2)[CH2:20][C:19]1=[O:29], predict the reaction product. The product is: [F:1][C:2]1[CH:7]=[CH:6][C:5]([F:8])=[CH:4][C:3]=1[N:9]1[CH2:10][CH2:11][N:12]([CH2:16][CH2:17][N:18]2[C:19](=[O:29])[CH2:20][C:21]3([CH2:25][CH2:24][CH2:23][CH2:22]3)[CH2:26][C:27]2=[O:28])[CH2:13][CH2:14]1. (6) Given the reactants C([O:8][C:9]([C:11]1[C:19]2[C:14](=[CH:15][CH:16]=[C:17]([OH:20])[CH:18]=2)[NH:13][C:12]=1[CH3:21])=[O:10])C1C=CC=CC=1.[C:22]([O-])([O-])=O.[K+].[K+].[CH3:28][C:29]([CH3:31])=[O:30], predict the reaction product. The product is: [CH3:21][C:12]1[NH:13][C:14]2[C:19]([C:11]=1[C:9]([OH:8])=[O:10])=[CH:18][C:17]([O:20][CH:28]([CH3:22])[C:29](=[O:30])[CH3:31])=[CH:16][CH:15]=2. (7) Given the reactants [CH2:1]([O:8][C:9]([NH:11][C@@H:12]([CH2:31][CH2:32][S:33][CH3:34])[C:13]([NH:15][C@H:16]1[CH2:25][CH2:24][C:19]2([O:23][CH2:22][CH2:21][O:20]2)[CH2:18][C@H:17]1[C:26]([O:28][CH2:29][CH3:30])=[O:27])=[O:14])=[O:10])[C:2]1[CH:7]=[CH:6][CH:5]=[CH:4][CH:3]=1.[CH3:35][I:36], predict the reaction product. The product is: [I-:36].[CH2:1]([O:8][C:9]([NH:11][C@H:12]([C:13](=[O:14])[NH:15][C@H:16]1[CH2:25][CH2:24][C:19]2([O:20][CH2:21][CH2:22][O:23]2)[CH2:18][C@H:17]1[C:26]([O:28][CH2:29][CH3:30])=[O:27])[CH2:31][CH2:32][S+:33]([CH3:35])[CH3:34])=[O:10])[C:2]1[CH:7]=[CH:6][CH:5]=[CH:4][CH:3]=1.